Predict the product of the given reaction. From a dataset of Forward reaction prediction with 1.9M reactions from USPTO patents (1976-2016). Given the reactants [Br:1][C:2]1[CH:3]=[C:4]2[C:9](=[CH:10][CH:11]=1)[C:8](=[O:12])[NH:7][C:6](=[O:13])/[C:5]/2=[CH:14]/OC.[CH2:17]([N:19]([CH2:22][CH3:23])[CH2:20]C)C.C[N:25]([CH3:28])C=O, predict the reaction product. The product is: [Br:1][C:2]1[CH:3]=[C:4]2[C:9](=[CH:10][CH:11]=1)[C:8](=[O:12])[NH:7][C:6](=[O:13])/[C:5]/2=[CH:14]\[NH:25][C:28]1[CH:6]=[CH:5][C:4]([CH2:9][CH2:23][CH2:22][N:19]([CH3:17])[CH3:20])=[CH:3][CH:2]=1.